This data is from Reaction yield outcomes from USPTO patents with 853,638 reactions. The task is: Predict the reaction yield, written as a fraction of the theoretical maximum amount of product (1.0 means a 100% yield; for example, 0.34 means a 34% yield). (1) The reactants are [C:1]([C:5]1[CH:10]=[CH:9][C:8]([N+:11]([O-:13])=[O:12])=[CH:7][CH:6]=1)([CH3:4])([CH3:3])[CH3:2].[Br:14]Br.S([O-])(O)=O.[Na+]. The catalyst is S(=O)(=O)(O)O.S([O-])([O-])(=O)=O.[Ag+2]. The product is [Br:14][C:10]1[CH:9]=[C:8]([N+:11]([O-:13])=[O:12])[CH:7]=[CH:6][C:5]=1[C:1]([CH3:4])([CH3:2])[CH3:3]. The yield is 0.980. (2) The reactants are CC1(C)C(C)(C)OB(C2C=CC(C3(C(OCC)=O)CC3)=CC=2)O1.[N:24]1[CH:29]=[CH:28][CH:27]=[C:26]([CH2:30][O:31][CH2:32][C:33]2[CH:38]=[CH:37][C:36]([C:39]3[CH:44]=[CH:43][C:42]([C:45]4([C:48]([O:50]CC)=[O:49])[CH2:47][CH2:46]4)=[CH:41][CH:40]=3)=[CH:35][CH:34]=2)[CH:25]=1.O.[OH-].[Li+]. The catalyst is O1CCCC1.C(O)C.O. The product is [N:24]1[CH:29]=[CH:28][CH:27]=[C:26]([CH2:30][O:31][CH2:32][C:33]2[CH:34]=[CH:35][C:36]([C:39]3[CH:44]=[CH:43][C:42]([C:45]4([C:48]([OH:50])=[O:49])[CH2:47][CH2:46]4)=[CH:41][CH:40]=3)=[CH:37][CH:38]=2)[CH:25]=1. The yield is 1.00. (3) The reactants are [CH3:1][C:2]1[C:6]([CH2:7][N:8]2[CH:12]=[C:11]([N+:13]([O-])=O)[N:10]=[CH:9]2)=[C:5]([CH3:16])[O:4][N:3]=1.[H][H]. The catalyst is [Pd].CO. The product is [CH3:1][C:2]1[C:6]([CH2:7][N:8]2[CH:12]=[C:11]([NH2:13])[N:10]=[CH:9]2)=[C:5]([CH3:16])[O:4][N:3]=1. The yield is 0.930. (4) The reactants are [F:1][C:2]1[CH:7]=[C:6]([O:8][C:9]2[CH:14]=[CH:13][CH:12]=[CH:11][CH:10]=2)[CH:5]=[CH:4][C:3]=1[C:15]1[C:23]2[C:18](=[N:19][CH:20]=[N:21][C:22]=2[NH2:24])[N:17]([C@@H:25]2[CH2:30][CH2:29][CH2:28][NH:27][CH2:26]2)[N:16]=1.[C:31]([CH2:33][C:34](O)=[O:35])#[N:32].N1(C(N2C=CN=C2)=O)C=CN=C1. The catalyst is ClCCl. The product is [NH2:24][C:22]1[N:21]=[CH:20][N:19]=[C:18]2[N:17]([C@@H:25]3[CH2:30][CH2:29][CH2:28][N:27]([C:34](=[O:35])[CH2:33][C:31]#[N:32])[CH2:26]3)[N:16]=[C:15]([C:3]3[CH:4]=[CH:5][C:6]([O:8][C:9]4[CH:14]=[CH:13][CH:12]=[CH:11][CH:10]=4)=[CH:7][C:2]=3[F:1])[C:23]=12. The yield is 0.450. (5) The reactants are [CH2:1]([Mg]Br)[CH:2]=[CH2:3].ClB([C@H]1C[C@H]2C[C@H](C2(C)C)[C@@H]1C)[C@H]1C[C@H]2C[C@H](C2(C)C)[C@@H]1C.[F:28][C:29]([F:58])([F:57])[C:30]1[CH:31]=[C:32]([C@H:40]([O:42][C@@H:43]2[C@@H:48]([C:49]3[CH:54]=[CH:53][CH:52]=[CH:51][CH:50]=3)[C@H:47]([CH:55]=[O:56])[CH2:46][CH2:45][O:44]2)[CH3:41])[CH:33]=[C:34]([C:36]([F:39])([F:38])[F:37])[CH:35]=1.C([O-])(=O)C.[Na+].OO. The catalyst is C(OCC)C. The product is [CH2:3]([C@H:55]([C@@H:47]1[CH2:46][CH2:45][O:44][C@H:43]([O:42][C@@H:40]([C:32]2[CH:31]=[C:30]([C:29]([F:57])([F:28])[F:58])[CH:35]=[C:34]([C:36]([F:39])([F:37])[F:38])[CH:33]=2)[CH3:41])[C@H:48]1[C:49]1[CH:54]=[CH:53][CH:52]=[CH:51][CH:50]=1)[OH:56])[CH:2]=[CH2:1]. The yield is 0.780. (6) The reactants are [Br:1][C:2]1[CH:10]=[CH:9][C:5]([C:6]([OH:8])=O)=[CH:4][CH:3]=1.[H-].[Na+].[CH2:13]([O:15][C:16](=[O:24])[CH:17](Cl)[C:18](=O)[CH:19]([CH3:21])[CH3:20])[CH3:14].C([O-])(=O)C.[NH4+:29]. The catalyst is CN(C=O)C. The product is [CH2:13]([O:15][C:16]([C:17]1[O:8][C:6]([C:5]2[CH:4]=[CH:3][C:2]([Br:1])=[CH:10][CH:9]=2)=[N:29][C:18]=1[CH:19]([CH3:21])[CH3:20])=[O:24])[CH3:14]. The yield is 0.550.